The task is: Regression. Given two drug SMILES strings and cell line genomic features, predict the synergy score measuring deviation from expected non-interaction effect.. This data is from NCI-60 drug combinations with 297,098 pairs across 59 cell lines. (1) Drug 1: C1=CC(=CC=C1C#N)C(C2=CC=C(C=C2)C#N)N3C=NC=N3. Drug 2: CC(C)NC(=O)C1=CC=C(C=C1)CNNC.Cl. Cell line: ACHN. Synergy scores: CSS=-5.36, Synergy_ZIP=4.12, Synergy_Bliss=4.41, Synergy_Loewe=-2.54, Synergy_HSA=-2.53. (2) Drug 1: C1=NC2=C(N1)C(=S)N=C(N2)N. Drug 2: CC1=C(C(CCC1)(C)C)C=CC(=CC=CC(=CC(=O)O)C)C. Cell line: SK-MEL-2. Synergy scores: CSS=19.5, Synergy_ZIP=-2.15, Synergy_Bliss=4.19, Synergy_Loewe=2.19, Synergy_HSA=2.18. (3) Drug 2: CC12CCC3C(C1CCC2OP(=O)(O)O)CCC4=C3C=CC(=C4)OC(=O)N(CCCl)CCCl.[Na+]. Synergy scores: CSS=4.35, Synergy_ZIP=-0.829, Synergy_Bliss=0.842, Synergy_Loewe=0.544, Synergy_HSA=0.0533. Cell line: CCRF-CEM. Drug 1: C1CC(=O)NC(=O)C1N2C(=O)C3=CC=CC=C3C2=O.